This data is from NCI-60 drug combinations with 297,098 pairs across 59 cell lines. The task is: Regression. Given two drug SMILES strings and cell line genomic features, predict the synergy score measuring deviation from expected non-interaction effect. (1) Drug 1: C1CC(=O)NC(=O)C1N2CC3=C(C2=O)C=CC=C3N. Drug 2: C1CN1P(=S)(N2CC2)N3CC3. Cell line: DU-145. Synergy scores: CSS=32.0, Synergy_ZIP=-8.63, Synergy_Bliss=-6.50, Synergy_Loewe=-35.2, Synergy_HSA=-5.18. (2) Drug 1: CC1C(C(CC(O1)OC2CC(CC3=C2C(=C4C(=C3O)C(=O)C5=C(C4=O)C(=CC=C5)OC)O)(C(=O)C)O)N)O.Cl. Drug 2: CC1C(C(CC(O1)OC2CC(CC3=C2C(=C4C(=C3O)C(=O)C5=CC=CC=C5C4=O)O)(C(=O)C)O)N)O. Cell line: SF-268. Synergy scores: CSS=33.0, Synergy_ZIP=4.29, Synergy_Bliss=6.10, Synergy_Loewe=-7.23, Synergy_HSA=5.81. (3) Drug 2: CNC(=O)C1=NC=CC(=C1)OC2=CC=C(C=C2)NC(=O)NC3=CC(=C(C=C3)Cl)C(F)(F)F. Cell line: OVCAR-8. Synergy scores: CSS=55.3, Synergy_ZIP=3.18, Synergy_Bliss=3.13, Synergy_Loewe=4.74, Synergy_HSA=6.98. Drug 1: C1=CC(=C2C(=C1NCCNCCO)C(=O)C3=C(C=CC(=C3C2=O)O)O)NCCNCCO. (4) Drug 1: C1=CC(=CC=C1CCCC(=O)O)N(CCCl)CCCl. Drug 2: C1CCC(C(C1)N)N.C(=O)(C(=O)[O-])[O-].[Pt+4]. Cell line: OVCAR-4. Synergy scores: CSS=0.291, Synergy_ZIP=-1.82, Synergy_Bliss=-3.32, Synergy_Loewe=-65.0, Synergy_HSA=-3.80. (5) Drug 1: C1=NC2=C(N=C(N=C2N1C3C(C(C(O3)CO)O)F)Cl)N. Drug 2: CC1CCC2CC(C(=CC=CC=CC(CC(C(=O)C(C(C(=CC(C(=O)CC(OC(=O)C3CCCCN3C(=O)C(=O)C1(O2)O)C(C)CC4CCC(C(C4)OC)OCCO)C)C)O)OC)C)C)C)OC. Cell line: K-562. Synergy scores: CSS=21.9, Synergy_ZIP=-7.90, Synergy_Bliss=-6.90, Synergy_Loewe=-4.20, Synergy_HSA=-4.43. (6) Drug 1: C1CC(=O)NC(=O)C1N2C(=O)C3=CC=CC=C3C2=O. Drug 2: CC1C(C(CC(O1)OC2CC(CC3=C2C(=C4C(=C3O)C(=O)C5=C(C4=O)C(=CC=C5)OC)O)(C(=O)CO)O)N)O.Cl. Cell line: MOLT-4. Synergy scores: CSS=42.9, Synergy_ZIP=1.52, Synergy_Bliss=-1.05, Synergy_Loewe=-34.3, Synergy_HSA=-2.23. (7) Drug 1: C1CN1P(=S)(N2CC2)N3CC3. Drug 2: C1=NC(=NC(=O)N1C2C(C(C(O2)CO)O)O)N. Cell line: T-47D. Synergy scores: CSS=18.3, Synergy_ZIP=-4.20, Synergy_Bliss=1.63, Synergy_Loewe=2.27, Synergy_HSA=2.26. (8) Drug 1: C1CCC(CC1)NC(=O)N(CCCl)N=O. Drug 2: C(CCl)NC(=O)N(CCCl)N=O. Cell line: NCI-H522. Synergy scores: CSS=20.6, Synergy_ZIP=-5.92, Synergy_Bliss=2.64, Synergy_Loewe=0.925, Synergy_HSA=2.22. (9) Drug 1: C1CC(=O)NC(=O)C1N2C(=O)C3=CC=CC=C3C2=O. Drug 2: C1C(C(OC1N2C=NC3=C2NC=NCC3O)CO)O. Cell line: ACHN. Synergy scores: CSS=-3.31, Synergy_ZIP=4.04, Synergy_Bliss=2.92, Synergy_Loewe=-0.811, Synergy_HSA=-1.96. (10) Drug 1: CC=C1C(=O)NC(C(=O)OC2CC(=O)NC(C(=O)NC(CSSCCC=C2)C(=O)N1)C(C)C)C(C)C. Drug 2: CN(CC1=CN=C2C(=N1)C(=NC(=N2)N)N)C3=CC=C(C=C3)C(=O)NC(CCC(=O)O)C(=O)O. Cell line: HS 578T. Synergy scores: CSS=15.3, Synergy_ZIP=-4.11, Synergy_Bliss=-3.81, Synergy_Loewe=-17.1, Synergy_HSA=-2.19.